This data is from Forward reaction prediction with 1.9M reactions from USPTO patents (1976-2016). The task is: Predict the product of the given reaction. (1) Given the reactants [BH4-].[Na+].[F:3][C:4]1[CH:5]=[C:6]([CH:17]([CH3:22])[C:18](OC)=[O:19])[CH:7]=[CH:8][C:9]=1[C:10]1[CH:15]=[CH:14][CH:13]=[C:12]([OH:16])[CH:11]=1, predict the reaction product. The product is: [F:3][C:4]1[CH:5]=[C:6]([CH:17]([CH3:22])[CH2:18][OH:19])[CH:7]=[CH:8][C:9]=1[C:10]1[CH:11]=[C:12]([OH:16])[CH:13]=[CH:14][CH:15]=1. (2) The product is: [CH2:27]([O:26][C:24](=[O:25])[CH2:23][N:15]1[C:16]2[C:12](=[C:11]([O:10][C:7]3[CH:6]=[CH:5][C:4]([N+:1]([O-:3])=[O:2])=[CH:9][N:8]=3)[CH:19]=[CH:18][CH:17]=2)[CH:13]=[CH:14]1)[CH3:28]. Given the reactants [N+:1]([C:4]1[CH:5]=[CH:6][C:7]([O:10][C:11]2[CH:19]=[CH:18][CH:17]=[C:16]3[C:12]=2[CH:13]=[CH:14][NH:15]3)=[N:8][CH:9]=1)([O-:3])=[O:2].[H-].[Na+].Br[CH2:23][C:24]([O:26][CH2:27][CH3:28])=[O:25], predict the reaction product. (3) Given the reactants [CH2:1]([O:4][C:5](=[O:27])[CH2:6][CH2:7][C:8]1[C:17]([CH3:18])=[C:16]2[C:11]([C:12]([CH3:21])([CH3:20])[CH2:13][C:14](=[O:19])[O:15]2)=[C:10]([CH3:22])[C:9]=1[O:23]COC)[CH:2]=[CH2:3].Br[Si](C)(C)C.C([O-])(O)=O.[Na+], predict the reaction product. The product is: [CH2:1]([O:4][C:5](=[O:27])[CH2:6][CH2:7][C:8]1[C:17]([CH3:18])=[C:16]2[C:11]([C:12]([CH3:20])([CH3:21])[CH2:13][C:14](=[O:19])[O:15]2)=[C:10]([CH3:22])[C:9]=1[OH:23])[CH:2]=[CH2:3]. (4) The product is: [CH3:17][N:16]([CH3:18])[C:12]1[S:13][C@H:14]2[O:15][C@H:7]([C@@H:2]([NH:1][CH3:21])[C:3]([F:6])([F:5])[F:4])[C@@H:8]([OH:20])[C@H:9]([OH:19])[C@H:10]2[N:11]=1. Given the reactants [NH2:1][C@H:2]([C@H:7]1[O:15][C@H:14]2[C@H:10]([N:11]=[C:12]([N:16]([CH3:18])[CH3:17])[S:13]2)[C@@H:9]([OH:19])[C@@H:8]1[OH:20])[C:3]([F:6])([F:5])[F:4].[C:21](=O)([O-])[O-].[K+].[K+].CI.CNC, predict the reaction product. (5) Given the reactants [CH3:1][C@H:2]1[N:7]([CH3:8])[C@@H:6]([CH3:9])[CH2:5][N:4]([C:10]2[CH:20]=[CH:19][C:13]([C:14]([O:16]CC)=O)=[CH:12][CH:11]=2)[CH2:3]1.[CH3:21][O:22][C:23]1[CH:24]=[C:25]([CH2:31][O:32][C:33]2[CH:34]=[C:35]([NH2:38])[NH:36][N:37]=2)[CH:26]=[C:27]([O:29][CH3:30])[CH:28]=1.C[Al](C)C.C1(C)C=CC=CC=1, predict the reaction product. The product is: [CH3:30][O:29][C:27]1[CH:26]=[C:25]([CH2:31][O:32][C:33]2[CH:34]=[C:35]([NH:38][C:14](=[O:16])[C:13]3[CH:12]=[CH:11][C:10]([N:4]4[CH2:5][C@H:6]([CH3:9])[N:7]([CH3:8])[C@H:2]([CH3:1])[CH2:3]4)=[CH:20][CH:19]=3)[NH:36][N:37]=2)[CH:24]=[C:23]([O:22][CH3:21])[CH:28]=1. (6) Given the reactants [N+](C1C=CC(N(C([C:19]2[C:28]3[C:23](=[CH:24][CH:25]=[CH:26][CH:27]=3)[CH:22]=[CH:21][C:20]=2O)=O)C2C=CC=CC=2)=CC=1)([O-])=O.NN.C(Cl)Cl.[CH3:35][OH:36].[NH4+].[OH-:38].C1C[O:42]CC1, predict the reaction product. The product is: [OH:36][C:35]1[C:24]2[C:23](=[CH:28][CH:27]=[CH:26][CH:25]=2)[CH:22]=[CH:21][C:20]=1[C:19]([OH:42])=[O:38].